Dataset: Peptide-MHC class II binding affinity with 134,281 pairs from IEDB. Task: Regression. Given a peptide amino acid sequence and an MHC pseudo amino acid sequence, predict their binding affinity value. This is MHC class II binding data. (1) The peptide sequence is GTGSLVITASMSGHI. The MHC is HLA-DQA10301-DQB10302 with pseudo-sequence HLA-DQA10301-DQB10302. The binding affinity (normalized) is 0.136. (2) The peptide sequence is GELQIVDKIDAAFKW. The MHC is DRB1_0404 with pseudo-sequence DRB1_0404. The binding affinity (normalized) is 0.576. (3) The peptide sequence is EKKYFAATQSEPLAA. The MHC is HLA-DPA10201-DPB10101 with pseudo-sequence HLA-DPA10201-DPB10101. The binding affinity (normalized) is 0.755. (4) The peptide sequence is KRFFLPVFSDEVLAG. The MHC is DRB1_0901 with pseudo-sequence DRB1_0901. The binding affinity (normalized) is 0.360. (5) The peptide sequence is IAIAFLSVSNNYEYI. The MHC is HLA-DQA10101-DQB10501 with pseudo-sequence HLA-DQA10101-DQB10501. The binding affinity (normalized) is 0.259. (6) The peptide sequence is MALVAFLRFLTIPPT. The MHC is DRB1_1201 with pseudo-sequence DRB1_1201. The binding affinity (normalized) is 0.0673. (7) The peptide sequence is QVPSASMGRDIKVQF. The MHC is DRB1_0401 with pseudo-sequence DRB1_0401. The binding affinity (normalized) is 0.